This data is from Full USPTO retrosynthesis dataset with 1.9M reactions from patents (1976-2016). The task is: Predict the reactants needed to synthesize the given product. Given the product [CH3:17][C:13]1[C:12]2[C:16](=[C:8]([OH:10])[CH:7]=[C:6]([C:4]([O:3][CH2:1][CH3:2])=[O:5])[CH:11]=2)[NH:15][N:14]=1, predict the reactants needed to synthesize it. The reactants are: [CH2:1]([O:3][C:4]([C:6](=[CH:11][C:12]1[C:13]([CH3:17])=[N:14][NH:15][CH:16]=1)[CH2:7][C:8]([OH:10])=O)=[O:5])[CH3:2].C([O-])(=O)C.[Na+].C([O-])(O)=O.[Na+].